Task: Predict the reactants needed to synthesize the given product.. Dataset: Full USPTO retrosynthesis dataset with 1.9M reactions from patents (1976-2016) (1) Given the product [Na+:16].[C:1]([C:4]1[N:8]([CH3:9])[N:7]=[CH:6][C:5]=1[C:10]([O-:12])=[O:11])(=[O:3])[NH2:2], predict the reactants needed to synthesize it. The reactants are: [C:1]([C:4]1[N:8]([CH3:9])[N:7]=[CH:6][C:5]=1[C:10]([O:12]CC)=[O:11])(=[O:3])[NH2:2].[OH-].[Na+:16]. (2) Given the product [O:11]1[CH:12]=[CH:13][CH:14]=[C:10]1[CH2:9][N:8]([CH2:15][C:16]1[CH:21]=[CH:20][C:19]([S:22][C:23]([CH3:32])([CH3:31])[C:24]([O:26][C:27]([CH3:30])([CH3:29])[CH3:28])=[O:25])=[CH:18][CH:17]=1)[C:4]1[CH:3]=[C:2]([CH2:34][C:35]2[CH:42]=[CH:41][CH:40]=[C:37]([CH3:38])[CH:36]=2)[N:7]=[CH:6][N:5]=1, predict the reactants needed to synthesize it. The reactants are: Cl[C:2]1[N:7]=[CH:6][N:5]=[C:4]([N:8]([CH2:15][C:16]2[CH:21]=[CH:20][C:19]([S:22][C:23]([CH3:32])([CH3:31])[C:24]([O:26][C:27]([CH3:30])([CH3:29])[CH3:28])=[O:25])=[CH:18][CH:17]=2)[CH2:9][C:10]2[O:11][CH:12]=[CH:13][CH:14]=2)[CH:3]=1.[Br-].[CH3:34][C:35]1[CH:36]=[C:37]([CH:40]=[CH:41][CH:42]=1)[CH2:38][Zn+].[Cl-].[NH4+]. (3) Given the product [Br:9][C:10]1[CH:15]=[CH:14][C:13]([CH:16]([CH:20]([OH:27])[C:21]2[CH:26]=[CH:25][CH:24]=[CH:23][CH:22]=2)[C:17]#[N:18])=[CH:12][C:11]=1[Cl:19], predict the reactants needed to synthesize it. The reactants are: [Li+].CC([N-]C(C)C)C.[Br:9][C:10]1[CH:15]=[CH:14][C:13]([CH2:16][C:17]#[N:18])=[CH:12][C:11]=1[Cl:19].[CH:20](=[O:27])[C:21]1[CH:26]=[CH:25][CH:24]=[CH:23][CH:22]=1.